From a dataset of Reaction yield outcomes from USPTO patents with 853,638 reactions. Predict the reaction yield, written as a fraction of the theoretical maximum amount of product (1.0 means a 100% yield; for example, 0.34 means a 34% yield). The reactants are [C:1]([C:3]1[CH:8]=[CH:7][C:6]([N:9]2[CH:17]([CH:18]3[CH2:22][CH2:21][CH2:20][CH2:19]3)[CH:16]3[C:11]([C:12]4[CH:26]=[CH:25][C:24]([C:27]([O:29]CC)=[O:28])=[CH:23][C:13]=4[CH2:14][CH2:15]3)=[N:10]2)=[CH:5][C:4]=1[CH2:32][O:33][CH3:34])#[N:2].CO.[OH-].[Na+]. The catalyst is O1CCCC1. The product is [C:1]([C:3]1[CH:8]=[CH:7][C:6]([N:9]2[CH:17]([CH:18]3[CH2:19][CH2:20][CH2:21][CH2:22]3)[CH:16]3[C:11]([C:12]4[CH:26]=[CH:25][C:24]([C:27]([OH:29])=[O:28])=[CH:23][C:13]=4[CH2:14][CH2:15]3)=[N:10]2)=[CH:5][C:4]=1[CH2:32][O:33][CH3:34])#[N:2]. The yield is 0.180.